This data is from Reaction yield outcomes from USPTO patents with 853,638 reactions. The task is: Predict the reaction yield, written as a fraction of the theoretical maximum amount of product (1.0 means a 100% yield; for example, 0.34 means a 34% yield). (1) The reactants are [NH2:1][C:2]1([CH2:7]O)[CH2:6][CH2:5][CH2:4][CH2:3]1.Cl.O=S(Cl)Cl.[CH3:14][C:15]1[CH:20]=[C:19]([N+:21]([O-:23])=[O:22])[CH:18]=[CH:17][C:16]=1[N:24]=[C:25]=[S:26].CN1CCOCC1. The catalyst is ClCCCl. The product is [CH3:14][C:15]1[CH:20]=[C:19]([N+:21]([O-:23])=[O:22])[CH:18]=[CH:17][C:16]=1[N:24]=[C:25]1[S:26][CH2:7][C:2]2([CH2:6][CH2:5][CH2:4][CH2:3]2)[NH:1]1. The yield is 0.810. (2) The catalyst is C(O)(=O)C. The yield is 0.720. The reactants are O.[NH2:2]N.C[N:5](/[CH:7]=[N:8]/[C:9]([C:11]1[C:19]2[N:18]=[C:17]([CH3:20])[N:16]([CH2:21][C:22]3[C:31]4[C:26](=[CH:27][CH:28]=[CH:29][CH:30]=4)[CH:25]=[CH:24][CH:23]=3)[C:15]=2[CH:14]=[C:13]([N:32]2[CH2:37][CH2:36][O:35][CH2:34][CH2:33]2)[CH:12]=1)=O)C.C([O-])([O-])=O.[Na+].[Na+]. The product is [CH3:20][C:17]1[N:16]([CH2:21][C:22]2[C:31]3[C:26](=[CH:27][CH:28]=[CH:29][CH:30]=3)[CH:25]=[CH:24][CH:23]=2)[C:15]2[CH:14]=[C:13]([N:32]3[CH2:33][CH2:34][O:35][CH2:36][CH2:37]3)[CH:12]=[C:11]([C:9]3[N:8]=[CH:7][NH:5][N:2]=3)[C:19]=2[N:18]=1. (3) The reactants are Br[CH2:2][C:3](Br)=[O:4].[I:6][C:7]1[CH:13]=[CH:12][C:10]([NH2:11])=[CH:9][CH:8]=1.CCN(CC)CC.[NH:21]1[CH2:26][CH2:25][O:24][CH2:23][CH2:22]1. The catalyst is C1C=CC=CC=1.CCOC(C)=O. The product is [I:6][C:7]1[CH:13]=[CH:12][C:10]([NH:11][C:3](=[O:4])[CH2:2][N:21]2[CH2:26][CH2:25][O:24][CH2:23][CH2:22]2)=[CH:9][CH:8]=1. The yield is 0.910. (4) The reactants are Cl[C:2]1[N:3]=[CH:4][C:5]([C:8]([O:10][CH3:11])=[O:9])=[N:6][CH:7]=1.C([O-])([O-])=O.[K+].[K+].[NH:18]([CH3:20])[CH3:19].Cl. The catalyst is CN(C=O)C.O. The product is [CH3:19][N:18]([CH3:20])[C:2]1[N:3]=[CH:4][C:5]([C:8]([O:10][CH3:11])=[O:9])=[N:6][CH:7]=1. The yield is 0.570. (5) The reactants are C([NH:9][C:10](=[S:36])[NH:11][C:12]1[N:17]=[C:16]2[N:18]([CH2:30][CH3:31])[C:19]([C:21]([N:23]([CH:27]3[CH2:29][CH2:28]3)[CH:24]3[CH2:26][CH2:25]3)=[O:22])=[CH:20][C:15]2=[C:14]2[N:32]([CH3:35])[CH:33]=[N:34][C:13]=12)(=O)C1C=CC=CC=1.[OH-].[Na+]. The catalyst is CCO. The product is [CH:27]1([N:23]([CH:24]2[CH2:25][CH2:26]2)[C:21]([C:19]2[N:18]([CH2:30][CH3:31])[C:16]3=[N:17][C:12]([NH:11][C:10]([NH2:9])=[S:36])=[C:13]4[N:34]=[CH:33][N:32]([CH3:35])[C:14]4=[C:15]3[CH:20]=2)=[O:22])[CH2:28][CH2:29]1. The yield is 0.820.